From a dataset of Reaction yield outcomes from USPTO patents with 853,638 reactions. Predict the reaction yield, written as a fraction of the theoretical maximum amount of product (1.0 means a 100% yield; for example, 0.34 means a 34% yield). (1) The reactants are C([N:8]1[CH2:13][CH2:12][CH:11]([N:14]([CH3:22])[C:15](=[O:21])[O:16][C:17]([CH3:20])([CH3:19])[CH3:18])[CH2:10][CH2:9]1)C1C=CC=CC=1. The product is [CH3:22][N:14]([CH:11]1[CH2:10][CH2:9][NH:8][CH2:13][CH2:12]1)[C:15](=[O:21])[O:16][C:17]([CH3:20])([CH3:18])[CH3:19]. The yield is 0.850. The catalyst is CO. (2) The reactants are [N:1]1([C:7]2[CH:12]=[CH:11][C:10]([NH:13][C:14]([C:16]3[O:17][C:18]4[C:23]([C:24](=[O:26])[CH:25]=3)=[CH:22][C:21]([O:27][CH3:28])=[CH:20][C:19]=4[N:29]3[CH2:34][CH2:33][N:32](C)[CH2:31][CH2:30]3)=[O:15])=[CH:9][CH:8]=2)[CH2:6][CH2:5][O:4][CH2:3][CH2:2]1.ClC(OC(Cl)C)=O.[I-].[Na+]. The catalyst is ClCCCl. The product is [N:1]1([C:7]2[CH:8]=[CH:9][C:10]([NH:13][C:14]([C:16]3[O:17][C:18]4[C:23]([C:24](=[O:26])[CH:25]=3)=[CH:22][C:21]([O:27][CH3:28])=[CH:20][C:19]=4[N:29]3[CH2:30][CH2:31][NH:32][CH2:33][CH2:34]3)=[O:15])=[CH:11][CH:12]=2)[CH2:6][CH2:5][O:4][CH2:3][CH2:2]1. The yield is 0.640. (3) The reactants are Br[C:2]1[S:10][C:9]2[C:4](=[N:5][CH:6]=[CH:7][C:8]=2Cl)[CH:3]=1.[NH2:12][C:13]1[CH:14]=[C:15]2[C:19](=[CH:20][CH:21]=1)[NH:18][CH:17]=[CH:16]2.[C:22]1(B(O)O)[CH:27]=[CH:26][CH:25]=[CH:24][CH:23]=1. The catalyst is ClC(Cl)C.C(O)(C)(C)C. The product is [NH:18]1[C:19]2[C:15](=[CH:14][C:13]([NH:12][C:8]3[CH:7]=[CH:6][N:5]=[C:4]4[CH:3]=[C:2]([C:22]5[CH:27]=[CH:26][CH:25]=[CH:24][CH:23]=5)[S:10][C:9]=34)=[CH:21][CH:20]=2)[CH:16]=[CH:17]1. The yield is 0.380. (4) The reactants are [CH3:1][N:2]([CH3:46])[C:3]([NH:5][C:6]1[CH:11]=[CH:10][C:9]([C:12]2[C:16]([C:17]3[CH:22]=[CH:21][N:20]=[C:19]4[NH:23][C:24]([C:26]5[CH:27]=[N:28][C:29]([N:32]6[CH2:37][CH2:36][N:35](C(OC(C)(C)C)=O)[CH2:34][CH2:33]6)=[N:30][CH:31]=5)=[CH:25][C:18]=34)=[CH:15][N:14]([CH3:45])[N:13]=2)=[CH:8][CH:7]=1)=[O:4].FC(F)(F)C(O)=O. The product is [CH3:1][N:2]([CH3:46])[C:3]([NH:5][C:6]1[CH:11]=[CH:10][C:9]([C:12]2[C:16]([C:17]3[CH:22]=[CH:21][N:20]=[C:19]4[NH:23][C:24]([C:26]5[CH:31]=[N:30][C:29]([N:32]6[CH2:37][CH2:36][NH:35][CH2:34][CH2:33]6)=[N:28][CH:27]=5)=[CH:25][C:18]=34)=[CH:15][N:14]([CH3:45])[N:13]=2)=[CH:8][CH:7]=1)=[O:4]. The catalyst is ClCCl. The yield is 0.430.